This data is from Full USPTO retrosynthesis dataset with 1.9M reactions from patents (1976-2016). The task is: Predict the reactants needed to synthesize the given product. (1) Given the product [CH3:13][O:7][C:6](=[O:8])[C:5]1[CH:9]=[CH:10][CH:11]=[CH:12][C:4]=1[CH2:3][C:1]#[N:2], predict the reactants needed to synthesize it. The reactants are: [C:1]([CH2:3][C:4]1[CH:12]=[CH:11][CH:10]=[CH:9][C:5]=1[C:6]([OH:8])=[O:7])#[N:2].[CH3:13]OC(OC)N(C)C. (2) Given the product [NH2:9][C:10]1[CH:11]=[C:12]([CH:13]=[CH:14][CH:15]=1)[O:16][C:2]1[S:3][C:4]([C:7]#[N:8])=[CH:5][N:6]=1, predict the reactants needed to synthesize it. The reactants are: Cl[C:2]1[S:3][C:4]([C:7]#[N:8])=[CH:5][N:6]=1.[NH2:9][C:10]1[CH:11]=[C:12]([OH:16])[CH:13]=[CH:14][CH:15]=1.C([O-])([O-])=O.[K+].[K+].O. (3) Given the product [NH:14]([C:2]1[CH:11]=[C:10]2[C:5]([C:6](=[O:13])[N:7]([CH3:12])[CH:8]=[N:9]2)=[CH:4][CH:3]=1)[NH2:15], predict the reactants needed to synthesize it. The reactants are: F[C:2]1[CH:11]=[C:10]2[C:5]([C:6](=[O:13])[N:7]([CH3:12])[CH:8]=[N:9]2)=[CH:4][CH:3]=1.[NH2:14][NH2:15].